Dataset: Reaction yield outcomes from USPTO patents with 853,638 reactions. Task: Predict the reaction yield, written as a fraction of the theoretical maximum amount of product (1.0 means a 100% yield; for example, 0.34 means a 34% yield). (1) The catalyst is C1COCC1. The product is [CH2:1]([O:8][C:9]1[CH:10]=[C:11]2[C:15](=[CH:16][CH:17]=1)[NH:14][CH:13]=[C:12]2[CH3:18])[C:2]1[CH:3]=[CH:4][CH:5]=[CH:6][CH:7]=1. The reactants are [CH2:1]([O:8][C:9]1[CH:10]=[C:11]2[C:15](=[CH:16][CH:17]=1)[NH:14][CH:13]=[CH:12]2)[C:2]1[CH:7]=[CH:6][CH:5]=[CH:4][CH:3]=1.[CH2:18]([Mg]Br)C.C(OCC)C.IC. The yield is 0.600. (2) The reactants are C(O)(C(F)(F)F)=[O:2].CC1(C)[O:14][CH2:13][C:12]([CH2:17][N:18]2[CH:26]=[N:25][C:24]3[C:19]2=[N:20][C:21]([NH2:28])=[N:22][C:23]=3Cl)([CH2:15][OH:16])[CH2:11][O:10]1.O. The catalyst is CO. The product is [OH:10][CH2:11][C:12]([CH2:15][OH:16])([CH2:13][OH:14])[CH2:17][N:18]1[CH:26]=[N:25][C:24]2[C:23](=[O:2])[NH:22][C:21]([NH2:28])=[N:20][C:19]1=2. The yield is 0.630. (3) The reactants are Cl.[CH3:2][O:3][C:4]([C:6]1[S:10][C:9]2[CH:11]=[C:12]([F:15])[CH:13]=[CH:14][C:8]=2[C:7]=1[CH:16]1[CH2:21][CH2:20][NH:19][CH2:18][CH2:17]1)=[O:5].C(N(CC)CC)C.[CH3:29][S:30]([N:33]1[CH2:38][CH2:37][C:36]2[N:39]([CH2:52][CH2:53][CH:54]=O)[N:40]=[C:41]([C:42]3[CH:47]=[CH:46][C:45]([C:48]([F:51])([F:50])[F:49])=[CH:44][CH:43]=3)[C:35]=2[CH2:34]1)(=[O:32])=[O:31].C([O-])(O)=O.[Na+].C(O[BH-](OC(=O)C)OC(=O)C)(=O)C.[Na+]. The catalyst is ClCCl. The product is [CH3:2][O:3][C:4]([C:6]1[S:10][C:9]2[CH:11]=[C:12]([F:15])[CH:13]=[CH:14][C:8]=2[C:7]=1[CH:16]1[CH2:21][CH2:20][N:19]([CH2:54][CH2:53][CH2:52][N:39]2[C:36]3[CH2:37][CH2:38][N:33]([S:30]([CH3:29])(=[O:32])=[O:31])[CH2:34][C:35]=3[C:41]([C:42]3[CH:47]=[CH:46][C:45]([C:48]([F:50])([F:49])[F:51])=[CH:44][CH:43]=3)=[N:40]2)[CH2:18][CH2:17]1)=[O:5]. The yield is 0.770. (4) The reactants are O[C:2]1[N:3]=[CH:4][C:5]([C:8]([O:10][CH3:11])=[O:9])=[N:6][CH:7]=1.C(Cl)(Cl)[Cl:13]. The catalyst is CN(C)C=O. The product is [Cl:13][C:2]1[N:3]=[CH:4][C:5]([C:8]([O:10][CH3:11])=[O:9])=[N:6][CH:7]=1. The yield is 0.810. (5) The product is [CH3:23][S:24]([O:13][CH2:12][C@@H:11]([NH:10][C:9]([O:8][CH2:1][C:2]1[CH:7]=[CH:6][CH:5]=[CH:4][CH:3]=1)=[O:15])[CH3:14])(=[O:26])=[O:25]. The catalyst is C(Cl)Cl. The reactants are [CH2:1]([O:8][C:9](=[O:15])[NH:10][C@@H:11]([CH3:14])[CH2:12][OH:13])[C:2]1[CH:7]=[CH:6][CH:5]=[CH:4][CH:3]=1.C(N(CC)CC)C.[CH3:23][S:24](Cl)(=[O:26])=[O:25]. The yield is 0.945.